This data is from Full USPTO retrosynthesis dataset with 1.9M reactions from patents (1976-2016). The task is: Predict the reactants needed to synthesize the given product. (1) Given the product [CH3:1][C:2]1[O:6][N:5]=[C:4]([C@H:7]([NH2:9])[CH3:8])[N:3]=1, predict the reactants needed to synthesize it. The reactants are: [CH3:1][C:2]1[O:6][N:5]=[C:4]([C@H:7]([NH:9]C(=O)OCC2C=CC=CC=2)[CH3:8])[N:3]=1.B(Cl)(Cl)Cl. (2) Given the product [NH2:1][CH2:4][CH:5]1[CH2:6][CH:7]([CH2:15][NH2:16])[CH2:8][CH:9]([CH2:11][NH2:12])[CH2:10]1, predict the reactants needed to synthesize it. The reactants are: [N:1]([CH2:4][CH:5]1[CH2:10][CH:9]([CH2:11][N:12]=[N+]=[N-])[CH2:8][CH:7]([CH2:15][N:16]=[N+]=[N-])[CH2:6]1)=[N+]=[N-].